Predict the product of the given reaction. From a dataset of Forward reaction prediction with 1.9M reactions from USPTO patents (1976-2016). (1) Given the reactants [CH3:1][C:2]1[CH:25]=[CH:24][CH:23]=[C:22]([CH3:26])[C:3]=1[CH2:4][NH:5][C:6]1[C:14]2[N:13]=[C:12]([CH3:15])[N:11]([CH3:16])[C:10]=2[CH:9]=[C:8]([C:17]([O:19]CC)=[O:18])[CH:7]=1.[OH-].[Na+].Cl, predict the reaction product. The product is: [CH3:26][C:22]1[CH:23]=[CH:24][CH:25]=[C:2]([CH3:1])[C:3]=1[CH2:4][NH:5][C:6]1[C:14]2[N:13]=[C:12]([CH3:15])[N:11]([CH3:16])[C:10]=2[CH:9]=[C:8]([C:17]([OH:19])=[O:18])[CH:7]=1. (2) The product is: [CH3:1][O:2][C:3]1[CH:8]=[CH:7][CH:6]=[CH:5][C:4]=1[C:9]1[NH:10][C:11]2[C:16]([CH:17]=1)=[CH:15][C:14]([CH:18]1[C:23]3([CH2:24][CH2:25][CH2:26][CH2:27]3)[CH2:22][N:21]([CH2:28][CH2:29][NH:30][CH3:31])[CH2:20][CH2:19]1)=[CH:13][CH:12]=2. Given the reactants [CH3:1][O:2][C:3]1[CH:8]=[CH:7][CH:6]=[CH:5][C:4]=1[C:9]1[NH:10][C:11]2[C:16]([CH:17]=1)=[CH:15][C:14]([C:18]1[C:23]3([CH2:27][CH2:26][CH2:25][CH2:24]3)[CH2:22][N:21]([CH2:28][CH2:29][N:30](C)[C:31](=O)OC(C)(C)C)[CH2:20][CH:19]=1)=[CH:13][CH:12]=2.C(O)(C(F)(F)F)=O, predict the reaction product. (3) Given the reactants O[C:2]1[N:7]2[N:8]=[C:9]([CH3:20])[C:10]([C:11]3[C:16]([CH3:17])=[CH:15][C:14]([Cl:18])=[CH:13][C:12]=3[CH3:19])=[C:6]2[N:5]=[C:4]([CH3:21])[CH:3]=1.C([O-])(O)=O.[Na+].O=P(Cl)(Cl)[Cl:29], predict the reaction product. The product is: [Cl:29][C:2]1[N:7]2[N:8]=[C:9]([CH3:20])[C:10]([C:11]3[C:16]([CH3:17])=[CH:15][C:14]([Cl:18])=[CH:13][C:12]=3[CH3:19])=[C:6]2[N:5]=[C:4]([CH3:21])[CH:3]=1. (4) Given the reactants [Br:1][C:2]1[CH:3]=[C:4]([O:10][CH2:11][C@@H:12]2[CH2:16][CH2:15][N:14]([C:17]([O:19][C:20]([CH3:23])([CH3:22])[CH3:21])=[O:18])[CH2:13]2)[C:5](I)=[N:6][C:7]=1[Cl:8].[Cu](C#N)[C:25]#[N:26], predict the reaction product. The product is: [Br:1][C:2]1[CH:3]=[C:4]([O:10][CH2:11][C@@H:12]2[CH2:16][CH2:15][N:14]([C:17]([O:19][C:20]([CH3:23])([CH3:22])[CH3:21])=[O:18])[CH2:13]2)[C:5]([C:25]#[N:26])=[N:6][C:7]=1[Cl:8]. (5) Given the reactants [NH2:1][C:2]1[N:7]=[CH:6][C:5]([N:8]2[CH2:13][CH2:12][N:11]([C:14]([O:16][C:17]([CH3:20])([CH3:19])[CH3:18])=[O:15])[CH2:10][C@@H:9]2[CH3:21])=[CH:4][CH:3]=1.Br[C:23]1[C:24](=[O:31])[N:25]([CH3:30])[CH:26]=[C:27]([Br:29])[CH:28]=1, predict the reaction product. The product is: [Br:29][C:27]1[CH:28]=[C:23]([NH:1][C:2]2[N:7]=[CH:6][C:5]([N:8]3[CH2:13][CH2:12][N:11]([C:14]([O:16][C:17]([CH3:20])([CH3:19])[CH3:18])=[O:15])[CH2:10][C@@H:9]3[CH3:21])=[CH:4][CH:3]=2)[C:24](=[O:31])[N:25]([CH3:30])[CH:26]=1.